This data is from Full USPTO retrosynthesis dataset with 1.9M reactions from patents (1976-2016). The task is: Predict the reactants needed to synthesize the given product. (1) Given the product [CH2:1]([O:3][C:4]1[CH:5]=[C:6]([CH2:7][NH2:8])[CH:10]=[CH:11][C:12]=1[O:13][CH2:14][C:15]1[CH:16]=[N:17][C:18]([O:21][CH3:22])=[CH:19][CH:20]=1)[CH3:2], predict the reactants needed to synthesize it. The reactants are: [CH2:1]([O:3][C:4]1[CH:5]=[C:6]([CH:10]=[CH:11][C:12]=1[O:13][CH2:14][C:15]1[CH:16]=[N:17][C:18]([O:21][CH3:22])=[CH:19][CH:20]=1)[CH:7]=[N:8]O)[CH3:2]. (2) Given the product [F:48][C:17]([F:16])([F:47])[O:18][C:19]1[CH:46]=[CH:45][C:22]([CH2:23][NH:24][C:25]([C@H:27]2[CH2:32][N:31]([C:2]3[S:3][C:4]4[C:9]([Cl:10])=[N:8][C:7]([C:11]([F:14])([F:13])[F:12])=[N:6][C:5]=4[N:15]=3)[CH2:30][CH2:29][N:28]2[S:33]([C:36]2[CH:41]=[CH:40][C:39]([CH:42]3[CH2:43][CH2:44]3)=[CH:38][CH:37]=2)(=[O:34])=[O:35])=[O:26])=[CH:21][CH:20]=1, predict the reactants needed to synthesize it. The reactants are: Cl[C:2]1[S:3][C:4]2[C:9]([Cl:10])=[N:8][C:7]([C:11]([F:14])([F:13])[F:12])=[N:6][C:5]=2[N:15]=1.[F:16][C:17]([F:48])([F:47])[O:18][C:19]1[CH:46]=[CH:45][C:22]([CH2:23][NH:24][C:25]([C@H:27]2[CH2:32][NH:31][CH2:30][CH2:29][N:28]2[S:33]([C:36]2[CH:41]=[CH:40][C:39]([CH:42]3[CH2:44][CH2:43]3)=[CH:38][CH:37]=2)(=[O:35])=[O:34])=[O:26])=[CH:21][CH:20]=1.C(N(CC)C(C)C)(C)C. (3) Given the product [C:18]([OH:21])(=[O:20])[CH3:19].[CH3:1][S:2]([C:5]1[CH:10]=[C:9]([CH:11]2[CH2:12][CH2:13][NH:14][CH2:15][CH2:16]2)[CH:8]=[CH:7][C:6]=1[NH2:17])(=[O:4])=[O:3], predict the reactants needed to synthesize it. The reactants are: [CH3:1][S:2]([C:5]1[CH:10]=[C:9]([C:11]2[CH:16]=[CH:15][N:14]=[CH:13][CH:12]=2)[CH:8]=[CH:7][C:6]=1[NH2:17])(=[O:4])=[O:3].[C:18]([OH:21])(=[O:20])[CH3:19]. (4) The reactants are: [CH3:1][C:2]1[N:3]=[CH:4][C:5]([C:8]([OH:10])=O)=[N:6][CH:7]=1.Cl.[CH3:12][NH:13][O:14][CH3:15].Cl.CN(C)CCCN=C=NCC.ON1C2C=CC=CC=2N=N1. Given the product [CH3:15][O:14][N:13]([CH3:12])[C:8]([C:5]1[CH:4]=[N:3][C:2]([CH3:1])=[CH:7][N:6]=1)=[O:10], predict the reactants needed to synthesize it. (5) Given the product [ClH:1].[ClH:26].[Cl:26][C:27]1[CH:32]=[C:31]([C:2]2[N:3]=[C:4]3[C:9](=[CH:10][CH:11]=2)[N:8]=[CH:7][C:6]([C:12](=[O:14])[CH3:13])=[C:5]3[NH:15][C@H:16]2[CH2:17][CH2:18][C@@H:19]([CH2:22][N:23]([CH3:24])[CH3:25])[CH2:20][CH2:21]2)[CH:30]=[C:29]([Cl:42])[C:28]=1[OH:43], predict the reactants needed to synthesize it. The reactants are: [Cl:1][C:2]1[N:3]=[C:4]2[C:9](=[CH:10][CH:11]=1)[N:8]=[CH:7][C:6]([C:12](=[O:14])[CH3:13])=[C:5]2[NH:15][C@H:16]1[CH2:21][CH2:20][C@@H:19]([CH2:22][N:23]([CH3:25])[CH3:24])[CH2:18][CH2:17]1.[Cl:26][C:27]1[CH:32]=[C:31](B2OC(C)(C)C(C)(C)O2)[CH:30]=[C:29]([Cl:42])[C:28]=1[OH:43].C1(N)C(F)=C(F)C(F)=C(N)C=1F.Cl.Cl. (6) Given the product [C:23]([C:25]1[CH:26]=[C:27]([NH:31][CH:32]([C:36]2[CH:41]=[CH:40][CH:39]=[CH:38][CH:37]=2)[C:33]([NH:15][C:13]2[CH:12]=[CH:11][C:10]([N:16]3[CH2:20][CH2:19][CH2:18][S:17]3(=[O:22])=[O:21])=[C:9]([CH3:8])[CH:14]=2)=[O:34])[CH:28]=[CH:29][CH:30]=1)#[N:24], predict the reactants needed to synthesize it. The reactants are: CN1CCOCC1.[CH3:8][C:9]1[CH:14]=[C:13]([NH2:15])[CH:12]=[CH:11][C:10]=1[N:16]1[CH2:20][CH2:19][CH2:18][S:17]1(=[O:22])=[O:21].[C:23]([C:25]1[CH:26]=[C:27]([NH:31][CH:32]([C:36]2[CH:41]=[CH:40][CH:39]=[CH:38][CH:37]=2)[C:33](O)=[O:34])[CH:28]=[CH:29][CH:30]=1)#[N:24].Cl.CN(C)CCCN=C=NCC.O.OC1C2N=NNC=2C=CC=1.